This data is from Forward reaction prediction with 1.9M reactions from USPTO patents (1976-2016). The task is: Predict the product of the given reaction. (1) The product is: [C:27]([CH2:26][CH2:25][C:13]1[C:12]([CH2:11][CH2:10][CH2:9][CH2:8][CH2:7][CH2:6][O:5][C:4]2[CH:30]=[C:31]([CH2:33][O:34][CH3:35])[CH:32]=[C:2]([C:41]3[CH:40]=[C:39]4[C:44](=[CH:43][CH:42]=3)[NH:36][CH:37]=[CH:38]4)[CH:3]=2)=[CH:24][CH:23]=[CH:22][C:14]=1[O:15][CH2:16][CH2:17][CH2:18][C:19]([OH:21])=[O:20])([OH:29])=[O:28]. Given the reactants Br[C:2]1[CH:3]=[C:4]([CH:30]=[C:31]([CH2:33][O:34][CH3:35])[CH:32]=1)[O:5][CH2:6][CH2:7][CH2:8][CH2:9][CH2:10][CH2:11][C:12]1[C:13]([CH2:25][CH2:26][C:27]([OH:29])=[O:28])=[C:14]([CH:22]=[CH:23][CH:24]=1)[O:15][CH2:16][CH2:17][CH2:18][C:19]([OH:21])=[O:20].[NH:36]1[C:44]2[C:39](=[CH:40][C:41](B(O)O)=[CH:42][CH:43]=2)[CH:38]=[CH:37]1.C(=O)([O-])[O-].[Cs+].[Cs+], predict the reaction product. (2) Given the reactants C(Cl)(=O)[C:2]1[CH:7]=[CH:6]C=CC=1.[N:10]1[CH:15]=[CH:14]C=[CH:12][CH:11]=1.Cl[CH2:17]Cl, predict the reaction product. The product is: [CH3:14][CH2:15][N:10]([CH:7]([CH3:6])[CH3:2])[CH:11]([CH3:12])[CH3:17]. (3) Given the reactants [C:1]([O:5][C:6]([N:8]1[CH2:12][CH2:11][C@@H:10]([N:13]2[C:17]3[N:18]=[CH:19][N:20]=[C:21]([NH2:22])[C:16]=3[C:15]([C:23]3[CH:28]=[CH:27][C:26]([O:29][C:30]4[CH:35]=[CH:34][CH:33]=[CH:32][CH:31]=4)=[CH:25][CH:24]=3)=[CH:14]2)[CH2:9]1)=[O:7])([CH3:4])([CH3:3])[CH3:2].C1C(=O)N([Br:43])C(=O)C1, predict the reaction product. The product is: [NH2:22][C:21]1[C:16]2[C:15]([C:23]3[CH:24]=[CH:25][C:26]([O:29][C:30]4[CH:35]=[CH:34][CH:33]=[CH:32][CH:31]=4)=[CH:27][CH:28]=3)=[C:14]([Br:43])[N:13]([C@@H:10]3[CH2:11][CH2:12][N:8]([C:6]([O:5][C:1]([CH3:4])([CH3:2])[CH3:3])=[O:7])[CH2:9]3)[C:17]=2[N:18]=[CH:19][N:20]=1. (4) Given the reactants [N:1]1[CH:6]=[CH:5][CH:4]=[CH:3][C:2]=1[C:7]([NH2:9])=O.COC1C=CC(P2(SP(C3C=CC(OC)=CC=3)(=S)S2)=[S:19])=CC=1.Br[CH2:33][C:34](=O)[C:35]([O:37][CH2:38][CH3:39])=[O:36], predict the reaction product. The product is: [N:1]1[CH:6]=[CH:5][CH:4]=[CH:3][C:2]=1[C:7]1[S:19][CH:33]=[C:34]([C:35]([O:37][CH2:38][CH3:39])=[O:36])[N:9]=1. (5) Given the reactants [CH2:1]([O:3][C:4](=[O:21])[CH2:5][CH2:6][C:7]1[CH:12]=[CH:11][C:10]([S:13][CH2:14][CH2:15][C@H:16]([OH:18])[CH3:17])=[CH:9][C:8]=1[CH2:19][CH3:20])[CH3:2].C(N(CC)CC)C.[CH3:29][S:30](Cl)(=[O:32])=[O:31], predict the reaction product. The product is: [CH2:1]([O:3][C:4](=[O:21])[CH2:5][CH2:6][C:7]1[CH:12]=[CH:11][C:10]([S:13][CH2:14][CH2:15][C@H:16]([O:18][S:30]([CH3:29])(=[O:32])=[O:31])[CH3:17])=[CH:9][C:8]=1[CH2:19][CH3:20])[CH3:2].